From a dataset of Catalyst prediction with 721,799 reactions and 888 catalyst types from USPTO. Predict which catalyst facilitates the given reaction. (1) Reactant: [Br:1][C:2]1[CH:7]=[CH:6][C:5]([NH:8][C:9]2[C:14]([C:15]([O:17]C)=[O:16])=[CH:13][N:12]3[CH:19]=[CH:20][N:21]=[C:11]3[C:10]=2[Cl:22])=[C:4]([Cl:23])[CH:3]=1.[OH-].[Na+]. Product: [Br:1][C:2]1[CH:7]=[CH:6][C:5]([NH:8][C:9]2[C:14]([C:15]([OH:17])=[O:16])=[CH:13][N:12]3[CH:19]=[CH:20][N:21]=[C:11]3[C:10]=2[Cl:22])=[C:4]([Cl:23])[CH:3]=1. The catalyst class is: 92. (2) Reactant: [N+:1]([C:4]1[CH:9]=[CH:8][C:7]([C:10]2[S:11][C:12]3[CH:18]=[CH:17][CH:16]=[C:15]([O:19][CH3:20])[C:13]=3[CH:14]=2)=[CH:6][CH:5]=1)([O-])=O.[H][H]. Product: [NH2:1][C:4]1[CH:5]=[CH:6][C:7]([C:10]2[S:11][C:12]3[CH:18]=[CH:17][CH:16]=[C:15]([O:19][CH3:20])[C:13]=3[CH:14]=2)=[CH:8][CH:9]=1. The catalyst class is: 43. (3) Reactant: [NH2:1][C:2]1[C:3]([C:20]([NH:22][NH2:23])=[O:21])=[N:4][C:5]([C:8]2[CH:13]=[CH:12][C:11]([S:14]([CH:17]([CH3:19])[CH3:18])(=[O:16])=[O:15])=[CH:10][CH:9]=2)=[CH:6][N:7]=1.[C:24]([N:27]=[C:28]=[S:29])(=[O:26])[CH3:25]. Product: [NH2:1][C:2]1[C:3]([C:20]([NH:22][NH:23][C:28]([NH:27][C:24](=[O:26])[CH3:25])=[S:29])=[O:21])=[N:4][C:5]([C:8]2[CH:9]=[CH:10][C:11]([S:14]([CH:17]([CH3:19])[CH3:18])(=[O:15])=[O:16])=[CH:12][CH:13]=2)=[CH:6][N:7]=1. The catalyst class is: 26. (4) Reactant: [NH2:1][C:2]1[CH:3]=[C:4]([OH:8])[CH:5]=[CH:6][CH:7]=1.CC(C)([O-])C.[K+].I[C:16]1[CH:17]=[CH:18][C:19]2[N:20]([CH:22]=[C:23]([NH:25][C:26](=[O:29])[CH2:27][CH3:28])[N:24]=2)[N:21]=1.C(=O)([O-])[O-].[K+].[K+]. Product: [NH2:1][C:2]1[CH:3]=[C:4]([CH:5]=[CH:6][CH:7]=1)[O:8][C:16]1[CH:17]=[CH:18][C:19]2[N:20]([CH:22]=[C:23]([NH:25][C:26](=[O:29])[CH2:27][CH3:28])[N:24]=2)[N:21]=1. The catalyst class is: 391. (5) Reactant: C[Si]([N-][Si](C)(C)C)(C)C.[Li+].[Si]([O:18][CH2:19][C@@H:20]([N:24]1[C@H:29]([C:30]2[CH:35]=[CH:34][C:33]([Cl:36])=[CH:32][CH:31]=2)[C@@H:28]([C:37]2[CH:42]=[CH:41][CH:40]=[C:39]([Cl:43])[CH:38]=2)[O:27][CH2:26][C:25]1=[O:44])[CH:21]1[CH2:23][CH2:22]1)(C(C)(C)C)(C)C.CI. Product: [Cl:43][C:39]1[CH:38]=[C:37]([C@@H:28]2[C@@H:29]([C:30]3[CH:31]=[CH:32][C:33]([Cl:36])=[CH:34][CH:35]=3)[N:24]([C@@H:20]([CH:21]3[CH2:22][CH2:23]3)[CH2:19][OH:18])[C:25](=[O:44])[CH2:26][O:27]2)[CH:42]=[CH:41][CH:40]=1. The catalyst class is: 7. (6) Reactant: C([Li])CCC.[Cl:6][C:7]1[CH:23]=[CH:22][C:10]([C:11]([NH:13][C:14]2[CH:19]=[CH:18][C:17]([Cl:20])=[CH:16][C:15]=2[CH3:21])=O)=[CH:9][CH:8]=1.Cl. The catalyst class is: 1. Product: [Cl:20][C:17]1[CH:16]=[C:15]2[C:14](=[CH:19][CH:18]=1)[NH:13][C:11]([C:10]1[CH:22]=[CH:23][C:7]([Cl:6])=[CH:8][CH:9]=1)=[CH:21]2. (7) Reactant: [C:1]1([CH2:7][CH2:8][CH2:9][CH:10]([NH:20][C:21]([CH:23]2[CH2:28][CH2:27][NH:26][CH2:25][CH2:24]2)=[O:22])[CH2:11][CH2:12][CH2:13][C:14]2[CH:19]=[CH:18][CH:17]=[CH:16][CH:15]=2)[CH:6]=[CH:5][CH:4]=[CH:3][CH:2]=1.[O:29]1[CH2:31][C@@H:30]1[CH2:32][O:33][C:34]1[CH:43]=[CH:42][CH:41]=[C:40]2[C:35]=1[CH:36]=[CH:37][CH:38]=[N:39]2. Product: [C:1]1([CH2:7][CH2:8][CH2:9][CH:10]([NH:20][C:21]([CH:23]2[CH2:28][CH2:27][N:26]([CH2:31][C@@H:30]([OH:29])[CH2:32][O:33][C:34]3[CH:43]=[CH:42][CH:41]=[C:40]4[C:35]=3[CH:36]=[CH:37][CH:38]=[N:39]4)[CH2:25][CH2:24]2)=[O:22])[CH2:11][CH2:12][CH2:13][C:14]2[CH:19]=[CH:18][CH:17]=[CH:16][CH:15]=2)[CH:6]=[CH:5][CH:4]=[CH:3][CH:2]=1. The catalyst class is: 32.